From a dataset of NCI-60 drug combinations with 297,098 pairs across 59 cell lines. Regression. Given two drug SMILES strings and cell line genomic features, predict the synergy score measuring deviation from expected non-interaction effect. (1) Drug 1: C1=C(C(=O)NC(=O)N1)N(CCCl)CCCl. Drug 2: C1=NNC2=C1C(=O)NC=N2. Cell line: M14. Synergy scores: CSS=-0.555, Synergy_ZIP=-8.31, Synergy_Bliss=-15.3, Synergy_Loewe=-16.5, Synergy_HSA=-16.4. (2) Drug 1: C1=NNC2=C1C(=O)NC=N2. Drug 2: C1CN(P(=O)(OC1)NCCCl)CCCl. Cell line: UACC62. Synergy scores: CSS=2.65, Synergy_ZIP=-1.12, Synergy_Bliss=0.0153, Synergy_Loewe=1.65, Synergy_HSA=0.659. (3) Drug 1: C(CC(=O)O)C(=O)CN.Cl. Drug 2: C1CNP(=O)(OC1)N(CCCl)CCCl. Cell line: NCI-H322M. Synergy scores: CSS=17.2, Synergy_ZIP=-2.57, Synergy_Bliss=-0.340, Synergy_Loewe=-18.8, Synergy_HSA=-3.00. (4) Drug 1: C1=CC=C(C=C1)NC(=O)CCCCCCC(=O)NO. Drug 2: C1=NC2=C(N1)C(=S)N=CN2. Cell line: NCI-H322M. Synergy scores: CSS=41.6, Synergy_ZIP=-1.55, Synergy_Bliss=-2.21, Synergy_Loewe=-7.16, Synergy_HSA=-0.784. (5) Drug 1: CC1=C2C(C(=O)C3(C(CC4C(C3C(C(C2(C)C)(CC1OC(=O)C(C(C5=CC=CC=C5)NC(=O)OC(C)(C)C)O)O)OC(=O)C6=CC=CC=C6)(CO4)OC(=O)C)O)C)O. Drug 2: C1=CC=C(C=C1)NC(=O)CCCCCCC(=O)NO. Cell line: UO-31. Synergy scores: CSS=9.80, Synergy_ZIP=-2.74, Synergy_Bliss=1.14, Synergy_Loewe=0.669, Synergy_HSA=1.05.